Predict the product of the given reaction. From a dataset of Forward reaction prediction with 1.9M reactions from USPTO patents (1976-2016). (1) Given the reactants [CH3:1][N:2]1[CH2:7][CH2:6][N:5]([C:8]2[CH:13]=[CH:12][C:11]([N+:14]([O-])=O)=[CH:10][C:9]=2[CH:17]=[CH2:18])[CH2:4][CH2:3]1, predict the reaction product. The product is: [CH3:1][N:2]1[CH2:3][CH2:4][N:5]([C:8]2[CH:13]=[CH:12][C:11]([NH2:14])=[CH:10][C:9]=2[CH:17]=[CH2:18])[CH2:6][CH2:7]1. (2) Given the reactants Cl[C:2]1[CH:7]=[CH:6][N:5]=[C:4]2[CH:8]=[C:9]([C:11]([N:13]3[CH2:17][CH2:16][C@@H:15]([O:18][CH3:19])[CH2:14]3)=[O:12])[S:10][C:3]=12.[Cl:20][C:21]1[C:29]2[C:24](=[CH:25][CH:26]=[C:27]([NH2:30])[CH:28]=2)[NH:23][C:22]=1[CH3:31], predict the reaction product. The product is: [Cl:20][C:21]1[C:29]2[C:24](=[CH:25][CH:26]=[C:27]([NH:30][C:2]3[CH:7]=[CH:6][N:5]=[C:4]4[CH:8]=[C:9]([C:11]([N:13]5[CH2:17][CH2:16][C@@H:15]([O:18][CH3:19])[CH2:14]5)=[O:12])[S:10][C:3]=34)[CH:28]=2)[NH:23][C:22]=1[CH3:31]. (3) Given the reactants [Br-].C1([P+](C2C=CC=CC=2)(C2C=CC=CC=2)[CH2:9][C:10]2[CH:15]=[CH:14][C:13]([C:16]([F:19])([F:18])[F:17])=[CH:12][CH:11]=2)C=CC=CC=1.[H-].[Na+].[CH:34]([O:36][CH:37]1[CH2:42][CH2:41][N:40]([C:43]([O:45][CH2:46][C:47]2[CH:52]=[CH:51][CH:50]=[CH:49][CH:48]=2)=[O:44])[CH2:39][CH2:38]1)=O.O, predict the reaction product. The product is: [F:19][C:16]([F:17])([F:18])[C:13]1[CH:12]=[CH:11][C:10]([CH:9]=[CH:34][O:36][CH:37]2[CH2:42][CH2:41][N:40]([C:43]([O:45][CH2:46][C:47]3[CH:52]=[CH:51][CH:50]=[CH:49][CH:48]=3)=[O:44])[CH2:39][CH2:38]2)=[CH:15][CH:14]=1. (4) Given the reactants [CH3:1][C:2]1([N:5]2[CH2:10][C:9]3([CH2:15][CH2:14][N:13](C(OC(C)(C)C)=O)[CH2:12][CH2:11]3)[O:8][CH2:7][C:6]2=[O:23])[CH2:4][CH2:3]1.Cl.[Br:25][C:26]1[CH:31]=[CH:30][C:29]([S:32](Cl)(=[O:34])=[O:33])=[CH:28][CH:27]=1, predict the reaction product. The product is: [Br:25][C:26]1[CH:31]=[CH:30][C:29]([S:32]([N:13]2[CH2:12][CH2:11][C:9]3([O:8][CH2:7][C:6](=[O:23])[N:5]([C:2]4([CH3:1])[CH2:3][CH2:4]4)[CH2:10]3)[CH2:15][CH2:14]2)(=[O:34])=[O:33])=[CH:28][CH:27]=1. (5) Given the reactants Br[C:2]1[CH:11]=[C:10]2[C:5]([C:6]([OH:17])=[C:7]([C:12]([O:14][CH2:15][CH3:16])=[O:13])[CH:8]=[N:9]2)=[CH:4][CH:3]=1.[CH3:18][C:19]1[C:23](B(O)O)=[C:22]([CH3:27])[O:21][N:20]=1.C(=O)([O-])[O-].[K+].[K+].O, predict the reaction product. The product is: [CH3:18][C:19]1[C:23]([C:2]2[CH:11]=[C:10]3[C:5]([C:6]([OH:17])=[C:7]([C:12]([O:14][CH2:15][CH3:16])=[O:13])[CH:8]=[N:9]3)=[CH:4][CH:3]=2)=[C:22]([CH3:27])[O:21][N:20]=1. (6) Given the reactants [C:1]([O:5][CH2:6][CH2:7][OH:8])(=[O:4])[CH:2]=[CH2:3].[CH2:34]([CH2:35][CH2:36][N:37]=[C:38]=[O:39])[CH2:10][CH2:11][CH2:12][N:13]=[C:14]=[O:15].[CH2:22]([CH2:23][CH2:24][N:25]=[C:26]=[O:27])[CH2:22][CH2:23][CH2:24][N:25]=[C:26]=[O:27].[CH2:10]([CH2:11][CH2:12][N:13]=[C:14]=[O:15])[CH2:34][CH2:35][CH2:36][N:37]=[C:38]=[O:39].COC1C=CC(O)=CC=1.C([O-])(=O)CCCCCCCCCCC.C([O-])(=O)CCCCCCCCCCC.C([Sn+2]CCCC)CCC, predict the reaction product. The product is: [C:1]([OH:5])(=[O:4])[CH:2]=[CH2:3].[NH2:13][C:1]([O:5][CH2:6][CH3:7])=[O:4].[CH2:3]([CH2:2][CH2:1][N:37]=[C:38]=[O:39])[CH2:22][CH2:23][CH2:24][N:25]=[C:26]=[O:27].[CH2:3]([CH2:2][CH2:1][N:25]=[C:26]=[O:27])[CH2:10][CH2:11][CH2:12][N:13]=[C:14]=[O:15].[CH2:3]([CH2:2][CH2:1][N:13]=[C:14]=[O:15])[CH2:34][CH2:35][CH2:36][N:37]=[C:38]=[O:39].[C:1]([O:5][CH2:6][CH2:7][OH:8])(=[O:4])[CH:2]=[CH2:3]. (7) Given the reactants [NH2:1][C:2]1[N:7]2[CH:8]=[C:9]([CH3:11])[N:10]=[C:6]2[C:5]([C:12]([NH:14][CH2:15][CH:16]2[CH2:21][CH2:20][N:19]([CH2:22][C:23](=[O:28])[C:24](C)(C)C)[CH2:18][CH2:17]2)=[O:13])=[CH:4][C:3]=1[Cl:29].N[CH2:31]C1CCN(C(OC(C)(C)C)=O)CC1, predict the reaction product. The product is: [NH2:1][C:2]1[N:7]2[CH:8]=[C:9]([CH3:11])[N:10]=[C:6]2[C:5]([C:12]([NH:14][CH2:15][CH:16]2[CH2:17][CH2:18][N:19]([CH2:22][C:23]([OH:28])([CH3:31])[CH3:24])[CH2:20][CH2:21]2)=[O:13])=[CH:4][C:3]=1[Cl:29]. (8) The product is: [CH3:30][NH:31][C:2]1[N:7]=[CH:6][N:5]=[C:4]([O:8][C:9]2[CH:10]=[C:11]3[C:16](=[CH:17][CH:18]=2)[C:15]([C:19]([NH:21][CH2:22][CH2:23][N:24]2[CH2:29][CH2:28][O:27][CH2:26][CH2:25]2)=[O:20])=[CH:14][CH:13]=[CH:12]3)[CH:3]=1. Given the reactants Cl[C:2]1[N:7]=[CH:6][N:5]=[C:4]([O:8][C:9]2[CH:10]=[C:11]3[C:16](=[CH:17][CH:18]=2)[C:15]([C:19]([NH:21][CH2:22][CH2:23][N:24]2[CH2:29][CH2:28][O:27][CH2:26][CH2:25]2)=[O:20])=[CH:14][CH:13]=[CH:12]3)[CH:3]=1.[CH3:30][NH2:31], predict the reaction product.